Dataset: Reaction yield outcomes from USPTO patents with 853,638 reactions. Task: Predict the reaction yield, written as a fraction of the theoretical maximum amount of product (1.0 means a 100% yield; for example, 0.34 means a 34% yield). (1) The yield is 0.980. The product is [CH3:22][S:4][C:3]([N:5]1[CH2:9][CH2:8][CH2:7][CH:6]1[C:10]1[CH:14]=[C:13]([C:15]2[CH:20]=[CH:19][CH:18]=[C:17]([Cl:21])[CH:16]=2)[O:12][N:11]=1)=[N:2][CH3:1]. The reactants are [CH3:1][NH:2][C:3]([N:5]1[CH2:9][CH2:8][CH2:7][CH:6]1[C:10]1[CH:14]=[C:13]([C:15]2[CH:20]=[CH:19][CH:18]=[C:17]([Cl:21])[CH:16]=2)[O:12][N:11]=1)=[S:4].[CH3:22]I. The catalyst is CO.C(=O)(O)[O-].[Na+]. (2) The reactants are [OH:1][C:2]1[CH:7]=[C:6]([CH3:8])[C:5]([C:9](=[O:11])[CH3:10])=[C:4]([CH3:12])[CH:3]=1.Cl[CH2:14][CH:15]1[CH2:17][CH2:16]1.C(=O)([O-])[O-].[K+].[K+]. The catalyst is CN(C=O)C. The product is [CH:15]1([CH2:14][O:1][C:2]2[CH:3]=[C:4]([CH3:12])[C:5]([C:9](=[O:11])[CH3:10])=[C:6]([CH3:8])[CH:7]=2)[CH2:17][CH2:16]1. The yield is 0.990. (3) The reactants are [Cl:1][C:2]1[C:11]2[C:6](=[CH:7][CH:8]=[CH:9][CH:10]=2)[N:5]=[C:4]([C:12]([O:14]CC)=O)[N:3]=1.[F:17][C:18]1[CH:23]=[CH:22][C:21]([Mg]Br)=[CH:20][CH:19]=1. The catalyst is C1COCC1. The product is [Cl:1][C:2]1[C:11]2[C:6](=[CH:7][CH:8]=[CH:9][CH:10]=2)[N:5]=[C:4]([C:12]([C:21]2[CH:22]=[CH:23][C:18]([F:17])=[CH:19][CH:20]=2)=[O:14])[N:3]=1. The yield is 0.600. (4) The yield is 0.290. The product is [NH2:1][C:2]1[C:3]([C:10]([NH2:12])=[O:11])=[N:4][C:5]([C:16]2[CH:17]=[CH:18][C:19]([F:20])=[C:14]([Br:13])[CH:15]=2)=[C:6]([F:8])[CH:7]=1. The reactants are [NH2:1][C:2]1[C:3]([C:10]([NH2:12])=[O:11])=[N:4][C:5](Br)=[C:6]([F:8])[CH:7]=1.[Br:13][C:14]1[CH:15]=[C:16](B(O)O)[CH:17]=[CH:18][C:19]=1[F:20]. No catalyst specified.